This data is from Forward reaction prediction with 1.9M reactions from USPTO patents (1976-2016). The task is: Predict the product of the given reaction. (1) Given the reactants [CH3:1][N:2]1[CH2:15][CH2:14][C:13]2[C:12]3[CH:11]=[C:10]([CH3:16])[CH:9]=[CH:8][C:7]=3[NH:6][C:5]=2[CH2:4][CH2:3]1.Br[CH:18]=[C:19]([C:21]1[CH:26]=[CH:25][C:24]([Cl:27])=[CH:23][C:22]=1[Cl:28])[CH3:20].N1CCC[C@H]1C(O)=O.[O-]P([O-])([O-])=O.[K+].[K+].[K+], predict the reaction product. The product is: [Cl:28][C:22]1[CH:23]=[C:24]([Cl:27])[CH:25]=[CH:26][C:21]=1/[C:19](/[CH3:20])=[CH:18]/[N:6]1[C:7]2[CH:8]=[CH:9][C:10]([CH3:16])=[CH:11][C:12]=2[C:13]2[CH2:14][CH2:15][N:2]([CH3:1])[CH2:3][CH2:4][C:5]1=2. (2) Given the reactants [CH3:1][N:2]1[CH:15]([CH3:16])[CH2:14][C:5]2[NH:6][C:7]3[CH:8]=[CH:9][C:10]([CH3:13])=[CH:11][C:12]=3[C:4]=2[CH2:3]1.P([O-])([O-])([O-])=O.[K+].[K+].[K+].N1CCC[C@H]1C(O)=O.Br[CH:34]=[C:35]([C:37]1[CH:42]=[CH:41][N:40]=[CH:39][CH:38]=1)[CH3:36], predict the reaction product. The product is: [CH3:1][N:2]1[CH:15]([CH3:16])[CH2:14][C:5]2[N:6]([CH:34]=[C:35]([C:37]3[CH:42]=[CH:41][N:40]=[CH:39][CH:38]=3)[CH3:36])[C:7]3[CH:8]=[CH:9][C:10]([CH3:13])=[CH:11][C:12]=3[C:4]=2[CH2:3]1.